From a dataset of Catalyst prediction with 721,799 reactions and 888 catalyst types from USPTO. Predict which catalyst facilitates the given reaction. (1) Reactant: [O:1]1[CH:5]=[CH:4][C:3]([C:6]2[NH:7][C:8]3[C:13]([C:14]=2[CH:15](O)[C:16]2[N:21]=[C:20]([C:22]([O:24][CH3:25])=[O:23])[CH:19]=[CH:18][CH:17]=2)=[CH:12][CH:11]=[C:10]([O:27][CH3:28])[CH:9]=3)=[CH:2]1.C(O)(=O)C. Product: [O:1]1[CH:5]=[CH:4][C:3]([C:6]2[NH:7][C:8]3[C:13]([C:14]=2[CH2:15][C:16]2[N:21]=[C:20]([C:22]([O:24][CH3:25])=[O:23])[CH:19]=[CH:18][CH:17]=2)=[CH:12][CH:11]=[C:10]([O:27][CH3:28])[CH:9]=3)=[CH:2]1. The catalyst class is: 125. (2) Reactant: Br[C:2]1[N:7]=[C:6]([C:8]([OH:10])=[O:9])[CH:5]=[CH:4][C:3]=1[F:11].[F:12][C:13]1[CH:18]=[CH:17][CH:16]=[CH:15][C:14]=1B(O)O. Product: [F:11][C:3]1[CH:4]=[CH:5][C:6]([C:8]([OH:10])=[O:9])=[N:7][C:2]=1[C:14]1[CH:15]=[CH:16][CH:17]=[CH:18][C:13]=1[F:12]. The catalyst class is: 462.